From a dataset of Full USPTO retrosynthesis dataset with 1.9M reactions from patents (1976-2016). Predict the reactants needed to synthesize the given product. The reactants are: C=O.[C:3](O[BH-](OC(=O)C)OC(=O)C)(=O)C.[Na+].[Cl:17][C:18]1[CH:19]=[CH:20][C:21]([S:48]([CH2:51][CH3:52])(=[O:50])=[O:49])=[C:22]([CH:47]=1)[CH2:23][N:24]1[C:33](=[O:34])[C:32]2[C:27](=[CH:28][C:29]([CH2:39][N:40]3[CH2:45][CH2:44][NH:43][CH2:42][CH2:41]3)=[C:30]([C:35]([F:38])([F:37])[F:36])[CH:31]=2)[NH:26][C:25]1=[O:46].C(=O)(O)[O-].[Na+]. Given the product [Cl:17][C:18]1[CH:19]=[CH:20][C:21]([S:48]([CH2:51][CH3:52])(=[O:49])=[O:50])=[C:22]([CH:47]=1)[CH2:23][N:24]1[C:33](=[O:34])[C:32]2[C:27](=[CH:28][C:29]([CH2:39][N:40]3[CH2:45][CH2:44][N:43]([CH3:3])[CH2:42][CH2:41]3)=[C:30]([C:35]([F:38])([F:36])[F:37])[CH:31]=2)[NH:26][C:25]1=[O:46], predict the reactants needed to synthesize it.